This data is from Forward reaction prediction with 1.9M reactions from USPTO patents (1976-2016). The task is: Predict the product of the given reaction. (1) Given the reactants C([O:3][C:4]([C:6]1([C:9]2[CH:14]=[CH:13][C:12]([C:15]3[CH:20]=[CH:19][C:18]([C:21]4[S:22][C:23]([Cl:40])=[CH:24][C:25]=4[NH:26][C:27]([O:29][C@@H:30]([C:32]4[CH:37]=[CH:36][C:35]([F:38])=[CH:34][C:33]=4[F:39])[CH3:31])=[O:28])=[CH:17][C:16]=3[O:41][CH3:42])=[CH:11][CH:10]=2)[CH2:8][CH2:7]1)=[O:5])C.[OH-].[Na+].O1CCCC1.Cl, predict the reaction product. The product is: [Cl:40][C:23]1[S:22][C:21]([C:18]2[CH:19]=[CH:20][C:15]([C:12]3[CH:13]=[CH:14][C:9]([C:6]4([C:4]([OH:5])=[O:3])[CH2:8][CH2:7]4)=[CH:10][CH:11]=3)=[C:16]([O:41][CH3:42])[CH:17]=2)=[C:25]([NH:26][C:27]([O:29][C@@H:30]([C:32]2[CH:37]=[CH:36][C:35]([F:38])=[CH:34][C:33]=2[F:39])[CH3:31])=[O:28])[CH:24]=1. (2) Given the reactants [NH:1]([C:21]([O:23][C:24]([CH3:27])([CH3:26])[CH3:25])=[O:22])[C@H:2]([C:18]([OH:20])=[O:19])[CH2:3][CH2:4][CH2:5][CH2:6][NH:7][C:8]([O:10][CH2:11][C:12]1[CH:17]=[CH:16][CH:15]=[CH:14][CH:13]=1)=[O:9].[C:28]([O-])([O-])=O.[Cs+].[Cs+].CI, predict the reaction product. The product is: [CH2:11]([O:10][C:8]([NH:7][CH2:6][CH2:5][CH2:4][CH2:3][C@H:2]([NH:1][C:21]([O:23][C:24]([CH3:27])([CH3:26])[CH3:25])=[O:22])[C:18]([O:20][CH3:28])=[O:19])=[O:9])[C:12]1[CH:17]=[CH:16][CH:15]=[CH:14][CH:13]=1.